From a dataset of Peptide-MHC class I binding affinity with 185,985 pairs from IEDB/IMGT. Regression. Given a peptide amino acid sequence and an MHC pseudo amino acid sequence, predict their binding affinity value. This is MHC class I binding data. (1) The peptide sequence is WHTTKGAAL. The MHC is HLA-A02:16 with pseudo-sequence HLA-A02:16. The binding affinity (normalized) is 0.0847. (2) The MHC is HLA-A68:02 with pseudo-sequence HLA-A68:02. The binding affinity (normalized) is 0.923. The peptide sequence is QIFGTAYGV.